This data is from Full USPTO retrosynthesis dataset with 1.9M reactions from patents (1976-2016). The task is: Predict the reactants needed to synthesize the given product. (1) Given the product [NH2:28][C:11]1[C:12]([NH:14][CH:15]2[CH2:20][CH2:19][N:18]([C:21]([O:23][C:24]([CH3:27])([CH3:26])[CH3:25])=[O:22])[CH2:17][CH2:16]2)=[N:13][C:8]([N:7]2[C:6]3[CH:37]=[CH:38][CH:39]=[C:40]([O:41][CH3:42])[C:5]=3[N:4]=[C:3]2[CH:2]([F:1])[F:43])=[N:9][C:10]=1[N:31]1[CH2:32][CH2:33][O:34][CH2:35][CH2:36]1, predict the reactants needed to synthesize it. The reactants are: [F:1][CH:2]([F:43])[C:3]1[N:7]([C:8]2[N:13]=[C:12]([NH:14][CH:15]3[CH2:20][CH2:19][N:18]([C:21]([O:23][C:24]([CH3:27])([CH3:26])[CH3:25])=[O:22])[CH2:17][CH2:16]3)[C:11]([N+:28]([O-])=O)=[C:10]([N:31]3[CH2:36][CH2:35][O:34][CH2:33][CH2:32]3)[N:9]=2)[C:6]2[CH:37]=[CH:38][CH:39]=[C:40]([O:41][CH3:42])[C:5]=2[N:4]=1. (2) Given the product [NH:18]1[C:19]2[CH:25]=[CH:24][CH:23]=[CH:22][C:20]=2[N:21]=[C:17]1[N:4]1[CH2:5][C:6]2[CH:11]=[CH:10][C:9]([C:12]([O:14][CH3:15])=[O:13])=[CH:8][C:7]=2[O:1][CH2:2][CH2:3]1, predict the reactants needed to synthesize it. The reactants are: [O:1]1[C:7]2[CH:8]=[C:9]([C:12]([O:14][CH3:15])=[O:13])[CH:10]=[CH:11][C:6]=2[CH2:5][NH:4][CH2:3][CH2:2]1.Br[C:17]1[NH:21][C:20]2[CH:22]=[CH:23][CH:24]=[CH:25][C:19]=2[N:18]=1.OP([O-])(O)=O.[K+]. (3) Given the product [Br:1][C:2]1[CH:3]=[C:4]([CH:8]=[CH:9][C:10]=1[Cl:11])[C:5]([Cl:20])=[O:6], predict the reactants needed to synthesize it. The reactants are: [Br:1][C:2]1[CH:3]=[C:4]([CH:8]=[CH:9][C:10]=1[Cl:11])[C:5](O)=[O:6].CN(C=O)C.C(Cl)(=O)C([Cl:20])=O. (4) Given the product [OH:18][CH:15]1[CH2:14][CH2:13][N:12]([C:9]2[N:8]=[CH:7][C:6]([C:5]3[N:4]=[N:3][N:2]([CH2:27][C:28]([O:30][CH2:31][CH3:32])=[O:29])[N:1]=3)=[CH:11][N:10]=2)[CH2:17][CH2:16]1, predict the reactants needed to synthesize it. The reactants are: [NH:1]1[C:5]([C:6]2[CH:7]=[N:8][C:9]([N:12]3[CH2:17][CH2:16][CH:15]([OH:18])[CH2:14][CH2:13]3)=[N:10][CH:11]=2)=[N:4][N:3]=[N:2]1.C(N(CC)CC)C.Br[CH2:27][C:28]([O:30][CH2:31][CH3:32])=[O:29].